Dataset: Peptide-MHC class I binding affinity with 185,985 pairs from IEDB/IMGT. Task: Regression. Given a peptide amino acid sequence and an MHC pseudo amino acid sequence, predict their binding affinity value. This is MHC class I binding data. (1) The peptide sequence is GHLAASVTL. The MHC is HLA-B27:03 with pseudo-sequence HLA-B27:03. The binding affinity (normalized) is 0.0847. (2) The peptide sequence is GRRPLKNRK. The MHC is HLA-B48:01 with pseudo-sequence HLA-B48:01. The binding affinity (normalized) is 0.0847.